From a dataset of Reaction yield outcomes from USPTO patents with 853,638 reactions. Predict the reaction yield, written as a fraction of the theoretical maximum amount of product (1.0 means a 100% yield; for example, 0.34 means a 34% yield). (1) The reactants are [N:1]1[CH:6]=[CH:5][C:4]([CH2:7][NH:8][C:9](=[O:20])[NH:10][O:11][CH2:12][C:13]([O:15]C(C)(C)C)=[O:14])=[CH:3][CH:2]=1.Cl.O1CCOCC1. The catalyst is O1CCCC1. The product is [N:1]1[CH:6]=[CH:5][C:4]([CH2:7][NH:8][C:9](=[O:20])[NH:10][O:11][CH2:12][C:13]([OH:15])=[O:14])=[CH:3][CH:2]=1. The yield is 1.00. (2) The reactants are [CH3:1][O:2][C:3](=[O:14])[C:4]1[CH:9]=[CH:8][C:7]([CH3:10])=[CH:6][C:5]=1[N+:11]([O-:13])=[O:12].C1C(=O)N([Br:22])C(=O)C1.COC(C)(C)C. The catalyst is C(#N)C. The product is [CH3:1][O:2][C:3](=[O:14])[C:4]1[CH:9]=[CH:8][C:7]([CH2:10][Br:22])=[CH:6][C:5]=1[N+:11]([O-:13])=[O:12]. The yield is 0.430. (3) The reactants are C([O:3][C:4](=[O:40])[CH2:5][N:6]([S:32]([N:35]([CH2:38][CH3:39])[CH2:36][CH3:37])(=[O:34])=[O:33])[CH2:7][C:8]1[CH:13]=[CH:12][CH:11]=[C:10]([O:14][CH2:15][C:16]2[N:17]=[C:18]([C:22]3[CH:27]=[CH:26][C:25]([C:28]([F:31])([F:30])[F:29])=[CH:24][CH:23]=3)[O:19][C:20]=2[CH3:21])[CH:9]=1)C.O.[OH-].[Li+]. No catalyst specified. The product is [CH2:36]([N:35]([S:32]([N:6]([CH2:5][C:4]([OH:40])=[O:3])[CH2:7][C:8]1[CH:13]=[CH:12][CH:11]=[C:10]([O:14][CH2:15][C:16]2[N:17]=[C:18]([C:22]3[CH:23]=[CH:24][C:25]([C:28]([F:30])([F:31])[F:29])=[CH:26][CH:27]=3)[O:19][C:20]=2[CH3:21])[CH:9]=1)(=[O:33])=[O:34])[CH2:38][CH3:39])[CH3:37]. The yield is 0.990. (4) The reactants are [C:1]([OH:9])(=O)[C:2]1[CH:7]=[CH:6][CH:5]=[CH:4][CH:3]=1.O.N1(O)C2C=CC=CC=2N=N1.Cl.CN(C)CCCN=C=NCC.[Cl:33][C:34]1[NH:42][C:41]2[C:40](=[O:43])[N:39]([CH2:44][CH2:45][CH2:46][CH2:47][C:48](=[NH:51])[NH:49]O)[C:38](=[O:52])[N:37]([CH2:53][CH2:54][CH2:55][CH2:56][CH3:57])[C:36]=2[N:35]=1. The catalyst is CS(C)=O. The product is [Cl:33][C:34]1[NH:42][C:41]2[C:40](=[O:43])[N:39]([CH2:44][CH2:45][CH2:46][CH2:47][C:48]3[N:49]=[C:1]([C:2]4[CH:3]=[CH:4][CH:5]=[CH:6][CH:7]=4)[O:9][N:51]=3)[C:38](=[O:52])[N:37]([CH2:53][CH2:54][CH2:55][CH2:56][CH3:57])[C:36]=2[N:35]=1. The yield is 0.250. (5) The reactants are Cl[C:2]1[N:7]=[C:6]2[O:8][C:9]([C:11]3[CH:16]=[CH:15][C:14]([O:17][CH3:18])=[CH:13][CH:12]=3)=[N:10][C:5]2=[CH:4][CH:3]=1.[NH:19]1[CH2:26][CH2:25]C[C@H:20]1[C:21](O)=[O:22].N1CCOCC1.[O-]P([O-])([O-])=O.[K+].[K+].[K+]. The catalyst is CS(C)=O.O.[Cu]I. The product is [CH3:18][O:17][C:14]1[CH:15]=[CH:16][C:11]([C:9]2[O:8][C:6]3[C:5]([N:10]=2)=[CH:4][CH:3]=[C:2]([N:19]2[CH2:20][CH2:21][O:22][CH2:25][CH2:26]2)[N:7]=3)=[CH:12][CH:13]=1. The yield is 0.140. (6) The reactants are C[O:2][C:3](=[O:20])[CH:4]([C:11]1[CH:16]=[CH:15][C:14]([S:17][CH3:18])=[C:13]([Cl:19])[CH:12]=1)[CH2:5][CH:6]1[CH2:10][CH2:9][CH2:8][CH2:7]1.[OH-].[K+]. The catalyst is C(O)C.O. The product is [Cl:19][C:13]1[CH:12]=[C:11]([CH:4]([CH2:5][CH:6]2[CH2:10][CH2:9][CH2:8][CH2:7]2)[C:3]([OH:20])=[O:2])[CH:16]=[CH:15][C:14]=1[S:17][CH3:18]. The yield is 0.894. (7) The reactants are [C:1]([C:3]1[CH:4]=[C:5]([CH2:10][C:11]([O:13][C:14]([CH3:17])([CH3:16])[CH3:15])=[O:12])[CH:6]=[CH:7][C:8]=1F)#[N:2].[Cl:18][C:19]1[CH:36]=[CH:35][C:22]([CH2:23][CH2:24][NH:25][C:26](=[O:34])[C:27]2[CH:32]=[CH:31][C:30]([OH:33])=[CH:29][CH:28]=2)=[CH:21][CH:20]=1.C(=O)([O-])[O-].[K+].[K+]. The catalyst is CS(C)=O.C(OCC)(=O)C. The product is [Cl:18][C:19]1[CH:20]=[CH:21][C:22]([CH2:23][CH2:24][NH:25][C:26]([C:27]2[CH:32]=[CH:31][C:30]([O:33][C:8]3[CH:7]=[CH:6][C:5]([CH2:10][C:11]([O:13][C:14]([CH3:17])([CH3:16])[CH3:15])=[O:12])=[CH:4][C:3]=3[C:1]#[N:2])=[CH:29][CH:28]=2)=[O:34])=[CH:35][CH:36]=1. The yield is 0.400. (8) The reactants are [O:1]=[S:2]1(=[O:30])[CH2:7][CH2:6][N:5]([C:8]([C:10]2[NH:11][C:12]3[C:17]([CH:18]=2)=[CH:16][C:15]([C:19]([N:21]2[CH2:26][CH2:25][N:24]([CH:27]([CH3:29])[CH3:28])[CH2:23][CH2:22]2)=[O:20])=[CH:14][CH:13]=3)=[O:9])[CH2:4][CH2:3]1.[CH3:31][C:32]1[CH:33]=[C:34](B(O)O)[CH:35]=[CH:36][CH:37]=1.N1C=CC=CC=1. The product is [O:30]=[S:2]1(=[O:1])[CH2:7][CH2:6][N:5]([C:8]([C:10]2[N:11]([C:36]3[CH:37]=[C:32]([CH3:31])[CH:33]=[CH:34][CH:35]=3)[C:12]3[C:17]([CH:18]=2)=[CH:16][C:15]([C:19]([N:21]2[CH2:22][CH2:23][N:24]([CH:27]([CH3:28])[CH3:29])[CH2:25][CH2:26]2)=[O:20])=[CH:14][CH:13]=3)=[O:9])[CH2:4][CH2:3]1. The yield is 0.940. The catalyst is C([O-])(=O)C.[Cu+2].C([O-])(=O)C.C(Cl)(Cl)Cl. (9) The catalyst is C(O)C. The reactants are OC1CCN(CC2C=CC=CC=2)CC1.C([N:22]1[CH2:27][CH2:26][CH:25]([O:28][C:29](=[O:43])[NH:30][C:31]2[CH:36]=[CH:35][CH:34]=[CH:33][C:32]=2[C:37]2[CH:42]=[CH:41][CH:40]=[CH:39][CH:38]=2)[CH2:24][CH2:23]1)C1C=CC=CC=1.Cl.C([O-])=O.[NH4+]. The product is [NH:22]1[CH2:23][CH2:24][CH:25]([O:28][C:29](=[O:43])[NH:30][C:31]2[CH:36]=[CH:35][CH:34]=[CH:33][C:32]=2[C:37]2[CH:42]=[CH:41][CH:40]=[CH:39][CH:38]=2)[CH2:26][CH2:27]1. The yield is 1.00. (10) The reactants are [OH:1][C:2]([C:56]1[S:57][CH:58]=[CH:59][CH:60]=1)([C:51]1[S:52][CH:53]=[CH:54][CH:55]=1)[C:3]([O:5][C@H:6]1[CH2:11][CH2:10][C@H:9]([N:12]([CH2:14][CH2:15][CH2:16][N:17]2[C:21]3[CH:22]=[CH:23][C:24]([CH2:26][NH:27][CH2:28][C@H:29]([O:42][Si](C(C)(C)C)(C)C)[C:30]4[CH:39]=[CH:38][C:37]([OH:40])=[C:36]5[C:31]=4[CH:32]=[CH:33][C:34](=[O:41])[NH:35]5)=[CH:25][C:20]=3[O:19][C:18]2=[O:50])[CH3:13])[CH2:8][CH2:7]1)=[O:4].[FH:61].F.F.C(N(CC)CC)C.C(#N)C. The catalyst is C1COCC1. The product is [FH:61].[FH:61].[OH:1][C:2]([C:51]1[S:52][CH:53]=[CH:54][CH:55]=1)([C:56]1[S:57][CH:58]=[CH:59][CH:60]=1)[C:3]([O:5][C@H:6]1[CH2:11][CH2:10][C@H:9]([N:12]([CH2:14][CH2:15][CH2:16][N:17]2[C:21]3[CH:22]=[CH:23][C:24]([CH2:26][NH:27][CH2:28][C@H:29]([OH:42])[C:30]4[CH:39]=[CH:38][C:37]([OH:40])=[C:36]5[C:31]=4[CH:32]=[CH:33][C:34](=[O:41])[NH:35]5)=[CH:25][C:20]=3[O:19][C:18]2=[O:50])[CH3:13])[CH2:8][CH2:7]1)=[O:4]. The yield is 0.940.